This data is from Full USPTO retrosynthesis dataset with 1.9M reactions from patents (1976-2016). The task is: Predict the reactants needed to synthesize the given product. (1) The reactants are: [CH3:1][C:2]1[N:7]=[C:6]2[S:8][C:9]3[CH2:14][CH2:13][CH2:12][CH2:11][C:10]=3[C:5]2=[C:4]([C:15]2[CH:16]=[N:17][CH:18]=[CH:19][CH:20]=2)[C:3]=1[CH:21]([CH2:26][CH2:27][CH3:28])[C:22]([O:24]C)=[O:23].[OH-].[Na+]. Given the product [CH3:1][C:2]1[N:7]=[C:6]2[S:8][C:9]3[CH2:14][CH2:13][CH2:12][CH2:11][C:10]=3[C:5]2=[C:4]([C:15]2[CH:16]=[N:17][CH:18]=[CH:19][CH:20]=2)[C:3]=1[CH:21]([CH2:26][CH2:27][CH3:28])[C:22]([OH:24])=[O:23], predict the reactants needed to synthesize it. (2) The reactants are: [F:1][C:2]1[CH:3]=[CH:4][CH:5]=[C:6]([C:15]([C@@H:17]2[CH2:22][CH2:21][CH2:20][N:19]([C:23]([O:25][C:26]([CH3:29])([CH3:28])[CH3:27])=[O:24])[CH2:18]2)=[O:16])[C:7]=1[C:8]1[CH:13]=[CH:12][CH:11]=[C:10]([CH3:14])[CH:9]=1.[BH4-].[Na+]. Given the product [F:1][C:2]1[C:7]([C:8]2[CH:13]=[CH:12][CH:11]=[C:10]([CH3:14])[CH:9]=2)=[C:6]([CH:15]([OH:16])[C@@H:17]2[CH2:22][CH2:21][CH2:20][N:19]([C:23]([O:25][C:26]([CH3:28])([CH3:27])[CH3:29])=[O:24])[CH2:18]2)[CH:5]=[CH:4][CH:3]=1, predict the reactants needed to synthesize it. (3) The reactants are: C[O:2][C:3]1[CH:24]=[CH:23][C:6]([CH2:7][C:8]2[N:12]3[CH:13]=[C:14]([C:17]4[CH:22]=[CH:21][CH:20]=[CH:19][CH:18]=4)[CH:15]=[CH:16][C:11]3=[N:10][N:9]=2)=[CH:5][CH:4]=1.B(Br)(Br)Br. Given the product [C:17]1([C:14]2[CH:15]=[CH:16][C:11]3[N:12]([C:8]([CH2:7][C:6]4[CH:5]=[CH:4][C:3]([OH:2])=[CH:24][CH:23]=4)=[N:9][N:10]=3)[CH:13]=2)[CH:22]=[CH:21][CH:20]=[CH:19][CH:18]=1, predict the reactants needed to synthesize it.